Task: Predict the reaction yield, written as a fraction of the theoretical maximum amount of product (1.0 means a 100% yield; for example, 0.34 means a 34% yield).. Dataset: Reaction yield outcomes from USPTO patents with 853,638 reactions (1) The reactants are Cl.[NH2:2][C@H:3]1[CH2:8][CH2:7][C@H:6]([OH:9])[CH2:5][CH2:4]1.C(N1[C:19](=[O:20])[C:18]2=[CH:21][CH:22]=[CH:23][CH:24]=[C:17]2[C:16]1=[O:25])(OCC)=O.C(N(CC)CC)C. The catalyst is C(Cl)Cl.O. The product is [OH:9][C@H:6]1[CH2:7][CH2:8][C@H:3]([N:2]2[C:19](=[O:20])[C:18]3[C:17](=[CH:24][CH:23]=[CH:22][CH:21]=3)[C:16]2=[O:25])[CH2:4][CH2:5]1. The yield is 0.760. (2) The reactants are [CH2:1]([C:3]1[CH:4]=[C:5]([CH2:27][N:28]2[CH2:31][CH:30]([C:32]([O:34]C)=[O:33])[CH2:29]2)[S:6][C:7]=1[C:8]1[N:12]=[C:11]([C:13]2[CH:18]=[CH:17][C:16]([O:19][C:20]3[CH:25]=[CH:24][CH:23]=[CH:22][CH:21]=3)=[C:15]([F:26])[CH:14]=2)[O:10][N:9]=1)[CH3:2].[OH-].[Na+]. No catalyst specified. The product is [CH2:1]([C:3]1[CH:4]=[C:5]([CH2:27][N:28]2[CH2:31][CH:30]([C:32]([OH:34])=[O:33])[CH2:29]2)[S:6][C:7]=1[C:8]1[N:12]=[C:11]([C:13]2[CH:18]=[CH:17][C:16]([O:19][C:20]3[CH:25]=[CH:24][CH:23]=[CH:22][CH:21]=3)=[C:15]([F:26])[CH:14]=2)[O:10][N:9]=1)[CH3:2]. The yield is 0.770. (3) The reactants are C1(P(C2C=CC=CC=2)C2C=CC=CC=2)C=CC=CC=1.BrN1C(=O)CCC1=O.[CH:28]1([CH2:33][CH:34]([C:38]2[CH:43]=[CH:42][C:41]([S:44]([CH3:47])(=[O:46])=[O:45])=[C:40]([N+:48]([O-:50])=[O:49])[CH:39]=2)[C:35]([OH:37])=O)[CH2:32][CH2:31][CH2:30][CH2:29]1.[NH2:51][C:52]1[CH:57]=[CH:56][C:55]([Br:58])=[CH:54][N:53]=1. The catalyst is C(Cl)Cl. The product is [Br:58][C:55]1[CH:56]=[CH:57][C:52]([NH:51][C:35](=[O:37])[CH:34]([C:38]2[CH:43]=[CH:42][C:41]([S:44]([CH3:47])(=[O:46])=[O:45])=[C:40]([N+:48]([O-:50])=[O:49])[CH:39]=2)[CH2:33][CH:28]2[CH2:32][CH2:31][CH2:30][CH2:29]2)=[N:53][CH:54]=1. The yield is 0.330. (4) The reactants are [CH2:1]([O:8][C:9]1[CH:21]=[C:20]2[C:12]([C:13]3[CH:14]=[CH:15][C:16]([NH2:22])=[CH:17][C:18]=3[NH:19]2)=[CH:11][CH:10]=1)[C:2]1[CH:7]=[CH:6][CH:5]=[CH:4][CH:3]=1.[CH2:23]=O.C[O-].[Na+].[BH4-].[Na+]. The catalyst is CO. The product is [CH2:1]([O:8][C:9]1[CH:21]=[C:20]2[C:12]([C:13]3[CH:14]=[CH:15][C:16]([NH:22][CH3:23])=[CH:17][C:18]=3[NH:19]2)=[CH:11][CH:10]=1)[C:2]1[CH:3]=[CH:4][CH:5]=[CH:6][CH:7]=1. The yield is 0.820.